From a dataset of Reaction yield outcomes from USPTO patents with 853,638 reactions. Predict the reaction yield, written as a fraction of the theoretical maximum amount of product (1.0 means a 100% yield; for example, 0.34 means a 34% yield). (1) The reactants are N([O-])=[O:2].[Na+].N[C:6]1[C:11]([CH3:12])=[CH:10][C:9]([Br:13])=[CH:8][N:7]=1. The catalyst is O.S(=O)(=O)(O)O. The product is [Br:13][C:9]1[CH:10]=[C:11]([CH3:12])[C:6]([OH:2])=[N:7][CH:8]=1. The yield is 0.840. (2) The reactants are [CH:1]([C:4]1[CH:5]=[CH:6][C:7]([CH:10]=O)=[N:8][CH:9]=1)([CH3:3])[CH3:2].[NH2:12][C:13]1[N:14]=[N:15][C:16]([CH3:19])=[CH:17][CH:18]=1.C([O:22][C:23](=O)[C:24]([OH:37])=[CH:25][C:26]([C:28]1[CH:33]=[CH:32][C:31]([CH:34]([CH3:36])[CH3:35])=[CH:30][CH:29]=1)=[O:27])C. No catalyst specified. The product is [OH:37][C:24]1[C:23](=[O:22])[N:12]([C:13]2[N:14]=[N:15][C:16]([CH3:19])=[CH:17][CH:18]=2)[CH:10]([C:7]2[CH:6]=[CH:5][C:4]([CH:1]([CH3:2])[CH3:3])=[CH:9][N:8]=2)[C:25]=1[C:26](=[O:27])[C:28]1[CH:33]=[CH:32][C:31]([CH:34]([CH3:36])[CH3:35])=[CH:30][CH:29]=1. The yield is 0.430. (3) The reactants are [H-].[Na+].[NH2:3][C:4]1[CH:5]=[CH:6][C:7]([CH3:11])=[C:8]([OH:10])[CH:9]=1.I[C:13]1[CH:14]=[CH:15][C:16]2[N:17]([CH:19]=[C:20]([NH:22][C:23]([CH:25]3[CH2:27][CH2:26]3)=[O:24])[N:21]=2)[N:18]=1. The catalyst is CN(C)C=O. The product is [NH2:3][C:4]1[CH:5]=[CH:6][C:7]([CH3:11])=[C:8]([CH:9]=1)[O:10][C:13]1[CH:14]=[CH:15][C:16]2[N:17]([CH:19]=[C:20]([NH:22][C:23]([CH:25]3[CH2:26][CH2:27]3)=[O:24])[N:21]=2)[N:18]=1. The yield is 0.310. (4) The reactants are [CH2:1]([O:8][C:9]([N:11]1[CH2:15][CH2:14][CH:13]([CH:16]([N:22]=[N+]=[N-])[C:17]2[O:18][CH:19]=[CH:20][N:21]=2)[CH2:12]1)=[O:10])[C:2]1[CH:7]=[CH:6][CH:5]=[CH:4][CH:3]=1.C1(P(C2C=CC=CC=2)C2C=CC=CC=2)C=CC=CC=1.O. The catalyst is O1CCCC1. The product is [CH2:1]([O:8][C:9]([N:11]1[CH2:15][CH2:14][CH:13]([CH:16]([NH2:22])[C:17]2[O:18][CH:19]=[CH:20][N:21]=2)[CH2:12]1)=[O:10])[C:2]1[CH:7]=[CH:6][CH:5]=[CH:4][CH:3]=1. The yield is 0.710. (5) The catalyst is C1C=CC([P]([Pd]([P](C2C=CC=CC=2)(C2C=CC=CC=2)C2C=CC=CC=2)([P](C2C=CC=CC=2)(C2C=CC=CC=2)C2C=CC=CC=2)[P](C2C=CC=CC=2)(C2C=CC=CC=2)C2C=CC=CC=2)(C2C=CC=CC=2)C2C=CC=CC=2)=CC=1.C1(C)C=CC=CC=1. The reactants are [CH2:1]([O:3][C:4]([C:6]1[N:10]([CH2:11][C:12]2[CH:17]=[CH:16][CH:15]=[C:14](Br)[CH:13]=2)[C:9]2[CH:19]=[C:20](Br)[S:21][C:8]=2[CH:7]=1)=[O:5])[CH3:2].[C:23]1([C:29]#[C:30][Sn](C)(C)C)[CH:28]=[CH:27][CH:26]=[CH:25][CH:24]=1.C([O-])([O-])=O.[Na+].[Na+]. The product is [CH2:1]([O:3][C:4]([C:6]1[N:10]([CH2:11][C:12]2[CH:17]=[CH:16][C:15]([C:30]#[C:29][C:23]3[CH:28]=[CH:27][CH:26]=[CH:25][CH:24]=3)=[CH:14][CH:13]=2)[C:9]2[CH:19]=[C:20]([C:30]#[C:29][C:23]3[CH:28]=[CH:27][CH:26]=[CH:25][CH:24]=3)[S:21][C:8]=2[CH:7]=1)=[O:5])[CH3:2]. The yield is 0.680.